This data is from Merck oncology drug combination screen with 23,052 pairs across 39 cell lines. The task is: Regression. Given two drug SMILES strings and cell line genomic features, predict the synergy score measuring deviation from expected non-interaction effect. (1) Drug 1: N#Cc1ccc(Cn2cncc2CN2CCN(c3cccc(Cl)c3)C(=O)C2)cc1. Drug 2: COC1CC2CCC(C)C(O)(O2)C(=O)C(=O)N2CCCCC2C(=O)OC(C(C)CC2CCC(OP(C)(C)=O)C(OC)C2)CC(=O)C(C)C=C(C)C(O)C(OC)C(=O)C(C)CC(C)C=CC=CC=C1C. Cell line: HT29. Synergy scores: synergy=42.5. (2) Drug 1: O=S1(=O)NC2(CN1CC(F)(F)F)C1CCC2Cc2cc(C=CCN3CCC(C(F)(F)F)CC3)ccc2C1. Drug 2: NC1CCCCC1N.O=C(O)C(=O)O.[Pt+2]. Cell line: RPMI7951. Synergy scores: synergy=-24.6.